Dataset: Human liver microsome stability data. Task: Regression/Classification. Given a drug SMILES string, predict its absorption, distribution, metabolism, or excretion properties. Task type varies by dataset: regression for continuous measurements (e.g., permeability, clearance, half-life) or binary classification for categorical outcomes (e.g., BBB penetration, CYP inhibition). Dataset: hlm. (1) The compound is c1ccc(Cn2nnnc2C(c2ccc(-n3cccc3)cc2)N2CCCN(C3CCC3)CC2)cc1. The result is 1 (stable in human liver microsomes). (2) The compound is COc1cc2c(cc1-c1c(C)noc1C)[nH]c1nc(C)nc(-c3c(C)[nH]c4ccccc34)c12. The result is 1 (stable in human liver microsomes). (3) The drug is COc1ccc(C2=Nc3c(C(C)(C)C)nn(CCO)c3C(=O)NC2)cc1-c1cnn(C)c1. The result is 0 (unstable in human liver microsomes). (4) The compound is CCOc1ccc(-c2nnc([C@H]3C[C@H](n4c(O)nc5cc(C#N)ccc54)C3)n2-c2ccccc2Cl)nc1. The result is 0 (unstable in human liver microsomes). (5) The compound is O=C(Nc1ccc(F)c(-c2nc3cc(-c4cccc(F)c4)cnc3[nH]2)c1)N1CCCC1. The result is 1 (stable in human liver microsomes). (6) The compound is O=C(O)[C@H]1CC[C@H](C(=O)N2CC[C@@]3(S(=O)(=O)c4ccc(Cl)cc4)c4ccc(C(F)(C(F)(F)F)C(F)(F)F)cc4CC[C@@H]23)CC1. The result is 0 (unstable in human liver microsomes). (7) The compound is COc1ccc(S(=O)(=O)N[C@H]2CC[C@@H](N3CCN(c4ccccc4OCC(F)(F)F)CC3)CC2)cc1OC. The result is 0 (unstable in human liver microsomes). (8) The drug is O=C(NCCCc1ccccc1)c1cccnc1. The result is 0 (unstable in human liver microsomes). (9) The molecule is CC(C)(C)n1ccnc1N=C(N)Nc1ccc(Cl)c(Cl)c1. The result is 0 (unstable in human liver microsomes). (10) The drug is CN(C)CCCNc1nc(N2CCNCC2)nc2cc(-c3ccc(C(F)(F)F)cc3)sc12. The result is 0 (unstable in human liver microsomes).